This data is from Peptide-MHC class II binding affinity with 134,281 pairs from IEDB. The task is: Regression. Given a peptide amino acid sequence and an MHC pseudo amino acid sequence, predict their binding affinity value. This is MHC class II binding data. The peptide sequence is NCPNLSPREEPDDID. The MHC is DRB1_0404 with pseudo-sequence DRB1_0404. The binding affinity (normalized) is 0.